From a dataset of Reaction yield outcomes from USPTO patents with 853,638 reactions. Predict the reaction yield, written as a fraction of the theoretical maximum amount of product (1.0 means a 100% yield; for example, 0.34 means a 34% yield). (1) The reactants are Cl[C:2]1[N:6]2[CH:7]=[C:8]([F:11])[CH:9]=[CH:10][C:5]2=[N:4][N:3]=1.[OH:12][CH2:13][CH2:14][N:15]1[CH2:20][CH2:19][NH:18][CH2:17][CH2:16]1. The catalyst is CC(N(C)C)=O. The product is [F:11][C:8]1[CH:9]=[CH:10][C:5]2[N:6]([C:2]([N:18]3[CH2:19][CH2:20][N:15]([CH2:14][CH2:13][OH:12])[CH2:16][CH2:17]3)=[N:3][N:4]=2)[CH:7]=1. The yield is 0.230. (2) The reactants are [C:1]12([C:11]3[CH:27]=[CH:26][C:14]([O:15][CH2:16][C:17]([N:19]4[CH2:24][CH2:23][N:22]([CH3:25])[CH2:21][CH2:20]4)=[O:18])=[CH:13][CH:12]=3)[CH2:10][CH:5]3[CH2:6][CH:7]([CH2:9][CH:3]([CH2:4]3)[CH2:2]1)[CH2:8]2.[CH3:28][S:29]([OH:32])(=[O:31])=[O:30]. The catalyst is CC(C)=O. The product is [CH3:28][S:29]([O-:32])(=[O:31])=[O:30].[C:1]12([C:11]3[CH:27]=[CH:26][C:14]([O:15][CH2:16][C:17]([N:19]4[CH2:24][CH2:23][NH+:22]([CH3:25])[CH2:21][CH2:20]4)=[O:18])=[CH:13][CH:12]=3)[CH2:10][CH:5]3[CH2:6][CH:7]([CH2:9][CH:3]([CH2:4]3)[CH2:2]1)[CH2:8]2. The yield is 0.870. (3) The reactants are [H-].[Na+].[NH2:3][C:4]1[CH:9]=[CH:8][CH:7]=[CH:6][C:5]=1[S:10]([CH:13]([CH3:15])[CH3:14])(=[O:12])=[O:11].[Cl:16][C:17]1[N:22]=[C:21](Cl)[C:20]([CH3:24])=[CH:19][N:18]=1. The catalyst is CN(C=O)C. The product is [Cl:16][C:17]1[N:22]=[C:21]([NH:3][C:4]2[CH:9]=[CH:8][CH:7]=[CH:6][C:5]=2[S:10]([CH:13]([CH3:15])[CH3:14])(=[O:12])=[O:11])[C:20]([CH3:24])=[CH:19][N:18]=1. The yield is 0.240. (4) The product is [Cl:20][CH2:19][CH2:18][CH2:17][C:16]([C:13]1[CH:12]=[CH:11][C:10]([C:7]([CH3:9])([CH3:8])[C:2]([OH:4])=[O:3])=[CH:15][CH:14]=1)=[O:21]. The reactants are [Mg].[C:2](=[O:4])=[O:3].Cl.Br[C:7]([C:10]1[CH:15]=[CH:14][C:13]([C:16](=[O:21])[CH2:17][CH2:18][CH2:19][Cl:20])=[CH:12][CH:11]=1)([CH3:9])[CH3:8].ClC(C1C=CC(C(=O)CCCCl)=CC=1)(C)C. The yield is 0.660. The catalyst is C(#N)C.[Br-].C([N+](CC)(CC)CC)C.[Ag].